From a dataset of Catalyst prediction with 721,799 reactions and 888 catalyst types from USPTO. Predict which catalyst facilitates the given reaction. (1) Reactant: [CH3:1][C:2]1([C:9]([OH:11])=[O:10])[CH2:7][C:6](=[O:8])[CH:5]=[CH:4][O:3]1. Product: [CH3:1][C:2]1([C:9]([OH:11])=[O:10])[CH2:7][C:6](=[O:8])[CH2:5][CH2:4][O:3]1. The catalyst class is: 19. (2) Reactant: [O:1]1[CH2:4][CH:3]([CH2:5][OH:6])[CH2:2]1.C(N(CC)CC)C.[CH3:14][S:15](Cl)(=[O:17])=[O:16]. Product: [CH3:14][S:15]([O:6][CH2:5][CH:3]1[CH2:4][O:1][CH2:2]1)(=[O:17])=[O:16]. The catalyst class is: 2. (3) The catalyst class is: 2. Product: [Cl:1][CH2:2][CH2:3][CH2:4][C:5]([NH:7][N:8]([C:22](=[O:29])[CH2:23][C:24]([O:26][CH2:27][CH3:28])=[O:25])[C:9]1[CH:14]=[CH:13][CH:12]=[CH:11][CH:10]=1)=[O:6]. Reactant: [Cl:1][CH2:2][CH2:3][CH2:4][C:5]([NH:7][NH:8][C:9]1[CH:14]=[CH:13][CH:12]=[CH:11][CH:10]=1)=[O:6].C([O-])([O-])=O.[Na+].[Na+].Cl[C:22](=[O:29])[CH2:23][C:24]([O:26][CH2:27][CH3:28])=[O:25]. (4) Reactant: CO[C:3]([O:5][CH:6]1[O:11][C:9](=[O:10])[C:8]([Cl:12])=[C:7]1Cl)=O.[NH2:14][C:15]1C=[CH:19][CH:18]=[CH:17][C:16]=1O.[F-].[Cs+]. Product: [Cl:12][C:8]1[C:9](=[O:10])[O:11][CH:6]2[C:7]=1[NH:14][C:15]1[C:3](=[CH:19][CH:18]=[CH:17][CH:16]=1)[O:5]2. The catalyst class is: 489. (5) Product: [CH3:1][O:2][C:3]1[CH:8]=[C:7]([C:9]([F:12])([F:11])[F:10])[C:6]2[N:13]=[C:14]([CH3:15])[NH:17][C:5]=2[CH:4]=1. Reactant: [CH3:1][O:2][C:3]1[CH:8]=[C:7]([C:9]([F:12])([F:11])[F:10])[C:6]([NH:13][C:14](=O)[CH3:15])=[C:5]([N+:17]([O-])=O)[CH:4]=1.[H][H]. The catalyst class is: 285.